This data is from Reaction yield outcomes from USPTO patents with 853,638 reactions. The task is: Predict the reaction yield, written as a fraction of the theoretical maximum amount of product (1.0 means a 100% yield; for example, 0.34 means a 34% yield). (1) The reactants are [Cl:1][C:2]1[CH:7]=[CH:6][C:5]([OH:8])=[C:4]([O:9][CH3:10])[CH:3]=1.[H-].[Na+].Cl[CH2:14][C:15]([CH3:17])=[CH2:16].ClC1C=C(C2CCCCC2)C2OC(CO)CC=2C=1. No catalyst specified. The product is [Cl:1][C:2]1[CH:7]=[CH:6][C:5]([O:8][CH2:16][C:15]([CH3:17])=[CH2:14])=[C:4]([O:9][CH3:10])[CH:3]=1. The yield is 0.910. (2) The yield is 0.650. The reactants are Cl.C[O:3][C:4](=[O:38])[C:5]1[CH:10]=[CH:9][C:8]([O:11][C:12]2[CH:17]=[CH:16][C:15]([CH2:18][C@H:19]([NH2:37])[C:20]3[N:21]([CH2:33][CH2:34][CH2:35][CH3:36])[CH:22]=[C:23]([C:25]4[CH:30]=[CH:29][C:28]([Cl:31])=[CH:27][C:26]=4[Cl:32])[N:24]=3)=[CH:14][CH:13]=2)=[CH:7][CH:6]=1.[CH3:39][S:40](Cl)(=[O:42])=[O:41]. No catalyst specified. The product is [CH2:33]([N:21]1[CH:22]=[C:23]([C:25]2[CH:30]=[CH:29][C:28]([Cl:31])=[CH:27][C:26]=2[Cl:32])[N:24]=[C:20]1[C@@H:19]([NH:37][S:40]([CH3:39])(=[O:42])=[O:41])[CH2:18][C:15]1[CH:16]=[CH:17][C:12]([O:11][C:8]2[CH:9]=[CH:10][C:5]([C:4]([OH:3])=[O:38])=[CH:6][CH:7]=2)=[CH:13][CH:14]=1)[CH2:34][CH2:35][CH3:36]. (3) The reactants are [Cl:1][C:2]1[C:3]2[CH:10]=[CH:9][NH:8][C:4]=2[N:5]=[CH:6][N:7]=1.[H-].[Na+].[CH2:13](I)[CH:14]=[CH2:15]. The catalyst is C1COCC1. The product is [Cl:1][C:2]1[C:3]2[CH:10]=[CH:9][N:8]([CH2:15][CH:14]=[CH2:13])[C:4]=2[N:5]=[CH:6][N:7]=1. The yield is 0.360. (4) The reactants are [F:1][C:2]1[CH:13]=[CH:12][CH:11]=[CH:10][C:3]=1[C:4](N(OC)C)=[O:5].[CH:14]([Mg]Br)=[CH2:15]. The catalyst is C1COCC1. The product is [F:1][C:2]1[CH:13]=[CH:12][CH:11]=[CH:10][C:3]=1[C:4](=[O:5])[CH:14]=[CH2:15]. The yield is 0.584. (5) The reactants are [Cl:1][C:2]1[C:14]([Cl:15])=[CH:13][CH:12]=[C:11]2[C:3]=1[C:4]1[CH2:5][CH2:6][CH:7]([CH3:25])[C:8]([C:21]([F:24])([F:23])[F:22])([O:16][Si](C)(C)C)[C:9]=1[NH:10]2.[OH-].[K+].CCO. The catalyst is C1COCC1.O. The product is [Cl:1][C:2]1[C:14]([Cl:15])=[CH:13][CH:12]=[C:11]2[C:3]=1[C:4]1[CH2:5][CH2:6][CH:7]([CH3:25])[C:8]([C:21]([F:22])([F:23])[F:24])([OH:16])[C:9]=1[NH:10]2. The yield is 0.200.